Dataset: Catalyst prediction with 721,799 reactions and 888 catalyst types from USPTO. Task: Predict which catalyst facilitates the given reaction. Reactant: [C:1]([C:5]1[CH:6]=[CH:7][CH2:8][CH:9]=1)([CH3:4])([CH3:3])[CH3:2].C([Li])CCC.CCCCCC.CN(C)P(N(C)C)(N(C)C)=O.[C:32]([C:40]1[CH:45]=[CH:44][CH:43]=[CH:42][CH:41]=1)(=O)[C:33]1[CH:38]=[CH:37][CH:36]=[CH:35][CH:34]=1.Cl. Product: [C:1]([C:5]1[CH:9]=[CH:8][C:7](=[C:32]([C:33]2[CH:38]=[CH:37][CH:36]=[CH:35][CH:34]=2)[C:40]2[CH:45]=[CH:44][CH:43]=[CH:42][CH:41]=2)[CH:6]=1)([CH3:4])([CH3:3])[CH3:2]. The catalyst class is: 188.